Dataset: Full USPTO retrosynthesis dataset with 1.9M reactions from patents (1976-2016). Task: Predict the reactants needed to synthesize the given product. Given the product [C:32]1([CH:7]([C:1]2[CH:2]=[CH:3][CH:4]=[CH:5][CH:6]=2)[N:8]2[C:16]3[C:11](=[CH:12][CH:13]=[CH:14][CH:15]=3)[CH:10]([C:18]3[C:19]([OH:30])=[CH:20][C:21]4[O:26][CH2:25][C:24](=[O:27])[N:23]([CH3:28])[C:22]=4[CH:29]=3)[C:9]2=[O:31])[CH:33]=[CH:34][CH:35]=[CH:36][CH:37]=1, predict the reactants needed to synthesize it. The reactants are: [C:1]1([CH:7]([C:32]2[CH:37]=[CH:36][CH:35]=[CH:34][CH:33]=2)[N:8]2[C:16]3[C:11](=[CH:12][CH:13]=[CH:14][CH:15]=3)[C:10]([C:18]3[C:19]([OH:30])=[CH:20][C:21]4[O:26][CH2:25][C:24](=[O:27])[N:23]([CH3:28])[C:22]=4[CH:29]=3)(O)[C:9]2=[O:31])[CH:6]=[CH:5][CH:4]=[CH:3][CH:2]=1.C(N1C2C(=CC=CC=2)C(C2C(O)=CC3N(C)C(=O)COC=3C=2)(O)C1=O)(C1C=CC=CC=1)C1C=CC=CC=1.